The task is: Predict which catalyst facilitates the given reaction.. This data is from Catalyst prediction with 721,799 reactions and 888 catalyst types from USPTO. (1) Reactant: [N+:1]([C:4]1[CH:5]=[C:6]2[C:11](=[CH:12][CH:13]=1)[CH2:10][N:9]([CH2:14][CH2:15][C:16]1[CH:21]=[CH:20][CH:19]=[CH:18][CH:17]=1)[CH2:8][CH2:7]2)([O-])=O.[H][H]. Product: [C:16]1([CH2:15][CH2:14][N:9]2[CH2:8][CH2:7][C:6]3[C:11](=[CH:12][CH:13]=[C:4]([NH2:1])[CH:5]=3)[CH2:10]2)[CH:17]=[CH:18][CH:19]=[CH:20][CH:21]=1. The catalyst class is: 19. (2) Reactant: [CH3:1][C:2]1[CH:7]=[CH:6][C:5]([N+:8]([O-])=O)=[C:4]([C:11]([CH3:13])=[CH2:12])[CH:3]=1. Product: [CH:11]([C:4]1[CH:3]=[C:2]([CH3:1])[CH:7]=[CH:6][C:5]=1[NH2:8])([CH3:13])[CH3:12]. The catalyst class is: 78. (3) Reactant: Br[C:2]1[CH:7]=[N:6][C:5]([O:8][CH2:9][CH2:10][C@H:11]([CH:13]2[CH2:18][CH2:17][N:16]([C:19]3[O:23][N:22]=[C:21]([CH:24]([CH3:26])[CH3:25])[N:20]=3)[CH2:15][CH2:14]2)[CH3:12])=[CH:4][N:3]=1.[C:27]([O:31][C:32](=[O:46])[NH:33][C@@H:34]1[C@@H:38]([N:39]2[CH2:44][CH2:43][CH2:42][CH2:41][C:40]2=[O:45])[CH2:37][NH:36][CH2:35]1)([CH3:30])([CH3:29])[CH3:28].CC(C)([O-])C.[K+].C(N1CCN2CCN(CC(C)C)P1N(CC(C)C)CC2)C(C)C. Product: [C:27]([O:31][C:32](=[O:46])[NH:33][C@@H:34]1[C@@H:38]([N:39]2[CH2:44][CH2:43][CH2:42][CH2:41][C:40]2=[O:45])[CH2:37][N:36]([C:2]2[CH:7]=[N:6][C:5]([O:8][CH2:9][CH2:10][C@H:11]([CH:13]3[CH2:18][CH2:17][N:16]([C:19]4[O:23][N:22]=[C:21]([CH:24]([CH3:26])[CH3:25])[N:20]=4)[CH2:15][CH2:14]3)[CH3:12])=[CH:4][N:3]=2)[CH2:35]1)([CH3:30])([CH3:28])[CH3:29]. The catalyst class is: 62.